Dataset: Reaction yield outcomes from USPTO patents with 853,638 reactions. Task: Predict the reaction yield, written as a fraction of the theoretical maximum amount of product (1.0 means a 100% yield; for example, 0.34 means a 34% yield). (1) The reactants are C(OC(=O)[NH:7][CH:8]([C:11](=[O:35])[NH:12][CH:13]1[CH2:18][CH2:17][CH2:16][CH:15]([N:19]2[C:28]3[CH:27]=[CH:26][CH:25]=[C:24]([Cl:29])[C:23]=3[C:22]3=[N:30][O:31][C:32]([CH3:33])=[C:21]3[C:20]2=[O:34])[CH2:14]1)[CH2:9][OH:10])(C)(C)C. The catalyst is C(O)(C(F)(F)F)=O.C(Cl)Cl. The product is [NH2:7][CH:8]([CH2:9][OH:10])[C:11]([NH:12][CH:13]1[CH2:18][CH2:17][CH2:16][CH:15]([N:19]2[C:28]3[CH:27]=[CH:26][CH:25]=[C:24]([Cl:29])[C:23]=3[C:22]3=[N:30][O:31][C:32]([CH3:33])=[C:21]3[C:20]2=[O:34])[CH2:14]1)=[O:35]. The yield is 0.690. (2) The reactants are C(O)(C(F)(F)F)=O.[NH2:8][CH2:9][C:10]([OH:12])=[O:11].[CH3:13][CH2:14][C:15]1[C:24]2[CH2:25][N:26]3[C:31](=[O:32])[C:30]4[CH2:33][O:34][C:35]([C@:37]([OH:40])([CH2:38][CH3:39])[C:29]=4[CH:28]=[C:27]3[C:23]=2[N:22]=[C:21]2[C:16]=1[CH:17]=[C:18]([OH:41])[CH:19]=[CH:20]2)=[O:36].ON1C(=O)CCC1=O.C(N=C=NCCCN(C)C)C. The catalyst is CN(C)C=O. The product is [NH2:8][CH2:9][C:10]([OH:12])=[O:11].[CH3:13][CH2:14][C:15]1[C:24]2[CH2:25][N:26]3[C:31](=[O:32])[C:30]4[CH2:33][O:34][C:35]([C@:37]([OH:40])([CH2:38][CH3:39])[C:29]=4[CH:28]=[C:27]3[C:23]=2[N:22]=[C:21]2[C:16]=1[CH:17]=[C:18]([OH:41])[CH:19]=[CH:20]2)=[O:36]. The yield is 0.670.